Dataset: Catalyst prediction with 721,799 reactions and 888 catalyst types from USPTO. Task: Predict which catalyst facilitates the given reaction. (1) Reactant: [F:1][C:2]1[CH:7]=[CH:6][C:5]([CH2:8][CH2:9][CH2:10][C:11]([O:13]C)=[O:12])=[CH:4][CH:3]=1.[OH-].[Na+].Cl. Product: [F:1][C:2]1[CH:3]=[CH:4][C:5]([CH2:8][CH2:9][CH2:10][C:11]([OH:13])=[O:12])=[CH:6][CH:7]=1. The catalyst class is: 6. (2) Reactant: [Cl:1][C:2]1[CH:3]=[CH:4][C:5]([NH:17][CH2:18][CH:19]2[CH2:24][CH2:23][NH:22][CH2:21][CH2:20]2)=[C:6]([CH:16]=1)[C:7]([NH:9][C:10]1[CH:15]=[CH:14][CH:13]=[CH:12][N:11]=1)=[O:8].CO.[C:27](O)(=O)[CH3:28].[C:31]([BH3-])#N.[Na+]. Product: [Cl:1][C:2]1[CH:3]=[CH:4][C:5]([NH:17][CH2:18][CH:19]2[CH2:20][CH2:21][N:22]([CH:27]([CH3:28])[CH3:31])[CH2:23][CH2:24]2)=[C:6]([CH:16]=1)[C:7]([NH:9][C:10]1[CH:15]=[CH:14][CH:13]=[CH:12][N:11]=1)=[O:8]. The catalyst class is: 21. (3) Reactant: [CH2:1]([C:4]1[CH:9]=[CH:8][CH:7]=[C:6]([CH2:10][CH:11]=[CH2:12])[C:5]=1[OH:13])[CH:2]=[CH2:3].[OH-].[Na+].[CH2:16](Cl)[C:17]1[CH:22]=[CH:21][CH:20]=[CH:19][CH:18]=1. Product: [CH2:16]([O:13][C:5]1[C:4]([CH2:1][CH:2]=[CH2:3])=[CH:9][CH:8]=[CH:7][C:6]=1[CH2:10][CH:11]=[CH2:12])[C:17]1[CH:22]=[CH:21][CH:20]=[CH:19][CH:18]=1. The catalyst class is: 5. (4) Reactant: [CH3:1][C:2]1[C:3]([OH:18])=[CH:4][N:5]2[C:10]=1[C:9](OC1C=CC=CC=1)=[N:8][CH:7]=[N:6]2.C1COCC1.[CH3:24][SH:25].[Na]. Product: [CH3:1][C:2]1[C:3]([OH:18])=[CH:4][N:5]2[C:10]=1[C:9]([S:25][CH3:24])=[N:8][CH:7]=[N:6]2. The catalyst class is: 6. (5) Reactant: [Cl-].[Li+].[O:3]=[C:4]([CH3:20])[CH:5]([C:11]1[C:16]([F:17])=[CH:15][C:14]([F:18])=[CH:13][C:12]=1[F:19])C(OCC)=O.O. Product: [F:17][C:16]1[CH:15]=[C:14]([F:18])[CH:13]=[C:12]([F:19])[C:11]=1[CH2:5][C:4](=[O:3])[CH3:20]. The catalyst class is: 16. (6) Reactant: [Cl:1][C:2]1[CH:3]=[C:4](OS(C(F)(F)F)(=O)=O)[CH:5]=[CH:6][C:7]=1[CH:8]([CH3:25])[C:9]([OH:24])([C:14]1[CH:23]=[CH:22][CH:21]=[C:20]2[C:15]=1[CH:16]=[CH:17][N:18]=[CH:19]2)[C:10]([F:13])([F:12])[F:11].[F:34][C:35]1[CH:36]=[C:37](B(O)O)[CH:38]=[CH:39][C:40]=1[C:41]([O:43][CH3:44])=[O:42].O.C(=O)([O-])[O-].[Na+].[Na+]. Product: [CH3:44][O:43][C:41]([C:40]1[CH:39]=[CH:38][C:37]([C:4]2[CH:5]=[CH:6][C:7]([CH:8]([CH3:25])[C:9]([OH:24])([C:14]3[CH:23]=[CH:22][CH:21]=[C:16]4[C:15]=3[CH:20]=[CH:19][N:18]=[CH:17]4)[C:10]([F:12])([F:13])[F:11])=[C:2]([Cl:1])[CH:3]=2)=[CH:36][C:35]=1[F:34])=[O:42]. The catalyst class is: 12.